From a dataset of Full USPTO retrosynthesis dataset with 1.9M reactions from patents (1976-2016). Predict the reactants needed to synthesize the given product. (1) Given the product [OH:32][CH2:31][CH2:30][CH2:29][CH2:28][CH2:27][CH2:26][NH:25][C:14](=[O:16])[CH2:13][CH2:12][CH2:11][C:10]([NH:9][C:6]1[CH:5]=[CH:4][C:3]([C:1]#[CH:2])=[CH:8][CH:7]=1)=[O:24], predict the reactants needed to synthesize it. The reactants are: [C:1]([C:3]1[CH:8]=[CH:7][C:6]([NH:9][C:10](=[O:24])[CH2:11][CH2:12][CH2:13][C:14]([O:16]N2C(=O)CCC2=O)=O)=[CH:5][CH:4]=1)#[CH:2].[NH2:25][CH2:26][CH2:27][CH2:28][CH2:29][CH2:30][CH2:31][OH:32]. (2) Given the product [CH3:26][CH:24]([CH3:25])[CH2:23][C@H:9]([NH:10][C:11]([C:13]1[S:14][C:15]2[CH:20]=[CH:21][CH:22]=[CH:18][C:16]=2[CH:17]=1)=[O:12])[C:8]([NH:7][CH2:6][CH2:5][CH:4]=[O:28])=[O:27], predict the reactants needed to synthesize it. The reactants are: C(O[CH:4]([O:28]CC)[CH2:5][CH2:6][NH:7][C:8](=[O:27])[C@H:9]([CH2:23][CH:24]([CH3:26])[CH3:25])[NH:10][C:11]([C:13]1[S:14][C:15](/[CH:20]=[CH:21]\[CH3:22])=[C:16]([CH:18]=C)[CH:17]=1)=[O:12])C.CC1C=CC(S(O)(=O)=O)=CC=1.O. (3) Given the product [ClH:25].[ClH:25].[N:1]1([CH2:7][CH2:8][NH:9][OH:10])[CH2:6][CH2:5][CH2:4][CH2:3][CH2:2]1, predict the reactants needed to synthesize it. The reactants are: [N:1]1([CH2:7][CH2:8][N:9](C(OC(C)(C)C)=O)[O:10]C(OC(C)(C)C)=O)[CH2:6][CH2:5][CH2:4][CH2:3][CH2:2]1.[ClH:25].C(OCC)(=O)C. (4) Given the product [Br:21][CH2:17][CH2:16][CH2:15][CH2:19][O:11][C:10](=[O:12])[CH:9]=[CH:8][C:5]1[CH:6]=[CH:7][C:2]([OH:1])=[C:3]([O:13][CH3:14])[CH:4]=1, predict the reactants needed to synthesize it. The reactants are: [OH:1][C:2]1[CH:7]=[CH:6][C:5]([CH:8]=[CH:9][C:10]([OH:12])=[O:11])=[CH:4][C:3]=1[O:13][CH3:14].[CH2:15]1[CH2:19]O[CH2:17][CH2:16]1.C(Br)(Br)(Br)[Br:21]. (5) The reactants are: [NH2:1][C:2]1[NH:3][C:4](=[S:16])[C:5]([C:14]#[N:15])=[C:6]([C:8]2[CH:13]=[CH:12][CH:11]=[CH:10][CH:9]=2)[N:7]=1.[CH2:17](Br)[CH2:18][C:19]1[CH:24]=[CH:23][CH:22]=[CH:21][CH:20]=1.CC[O-].[Na+]. Given the product [NH2:1][C:2]1[N:3]=[C:4]([S:16][CH2:17][CH2:18][C:19]2[CH:24]=[CH:23][CH:22]=[CH:21][CH:20]=2)[C:5]([C:14]#[N:15])=[C:6]([C:8]2[CH:13]=[CH:12][CH:11]=[CH:10][CH:9]=2)[N:7]=1, predict the reactants needed to synthesize it.